The task is: Predict the reaction yield, written as a fraction of the theoretical maximum amount of product (1.0 means a 100% yield; for example, 0.34 means a 34% yield).. This data is from Reaction yield outcomes from USPTO patents with 853,638 reactions. The reactants are [OH:1][C:2]1[CH:3]=[C:4]([CH:7]=[CH:8][C:9]=1[I:10])[CH:5]=[O:6].[C:11](=O)([O-])[O-].[K+].[K+].CN(C)C=O.IC. The catalyst is CC(C)=O. The product is [I:10][C:9]1[CH:8]=[CH:7][C:4]([CH:5]=[O:6])=[CH:3][C:2]=1[O:1][CH3:11]. The yield is 0.930.